Dataset: Catalyst prediction with 721,799 reactions and 888 catalyst types from USPTO. Task: Predict which catalyst facilitates the given reaction. (1) Reactant: [CH3:1][C:2]1[N:31](COCC[Si](C)(C)C)[C:5]2=[N:6][CH:7]=[C:8]([C:10]3[CH:11]=[C:12]4[C:17](=[CH:18][CH:19]=3)[N:16]=[CH:15][N:14]=[C:13]4[N:20]3[C:29]4[C:24](=[CH:25][CH:26]=[CH:27][CH:28]=4)[C:23](=[O:30])[CH2:22][CH2:21]3)[CH:9]=[C:4]2[N:3]=1.FC(F)(F)C(O)=O. Product: [CH3:1][C:2]1[NH:31][C:5]2=[N:6][CH:7]=[C:8]([C:10]3[CH:11]=[C:12]4[C:17](=[CH:18][CH:19]=3)[N:16]=[CH:15][N:14]=[C:13]4[N:20]3[C:29]4[C:24](=[CH:25][CH:26]=[CH:27][CH:28]=4)[C:23](=[O:30])[CH2:22][CH2:21]3)[CH:9]=[C:4]2[N:3]=1. The catalyst class is: 4. (2) Reactant: C[C:2]([CH3:17])([CH2:6][C:7]1[CH:16]=[CH:15][C:14]2[C:9](=[CH:10][CH:11]=[CH:12][CH:13]=2)[CH:8]=1)[C:3](O)=O.C(N([CH2:23][CH3:24])CC)C.[C:25](Cl)(=[O:29])[O:26][CH2:27][CH3:28].[N-:31]=[N+]=[N-].[Na+].[CH3:35][C:36]([CH3:38])=O. Product: [CH3:17][C:2]([NH:31][C:25]([O:26][CH2:27][C:28]1[CH:24]=[CH:23][CH:38]=[CH:36][CH:35]=1)=[O:29])([CH3:3])[CH2:6][C:7]1[CH:16]=[CH:15][C:14]2[C:9](=[CH:10][CH:11]=[CH:12][CH:13]=2)[CH:8]=1. The catalyst class is: 226. (3) Reactant: [I:1][C:2]1[C:3](=[O:21])[C:4]2[C:9]([O:10][C:11]=1[C:12]1[CH:17]=[CH:16][CH:15]=[CH:14][CH:13]=1)=[C:8]1[NH:18][N:19]=[CH:20][C:7]1=[CH:6][CH:5]=2.[H-].[Na+].I[CH3:25]. Product: [I:1][C:2]1[C:3](=[O:21])[C:4]2[C:9]([O:10][C:11]=1[C:12]1[CH:17]=[CH:16][CH:15]=[CH:14][CH:13]=1)=[C:8]1[N:18]([CH3:25])[N:19]=[CH:20][C:7]1=[CH:6][CH:5]=2. The catalyst class is: 3. (4) Reactant: [F:1][C:2]1[CH:3]=[CH:4][C:5]([O:30]C)=[C:6]([C:8]([CH3:29])([CH3:28])[CH2:9][C:10]([C:24]([F:27])([F:26])[F:25])([OH:23])[CH2:11][NH:12][C:13]2[C:22]3[C:17](=[CH:18][CH:19]=[CH:20][CH:21]=3)[CH:16]=[CH:15][N:14]=2)[CH:7]=1.B(Br)(Br)Br.C(Cl)Cl. Product: [F:1][C:2]1[CH:3]=[CH:4][C:5]([OH:30])=[C:6]([C:8]([CH3:28])([CH3:29])[CH2:9][C:10]([C:24]([F:25])([F:26])[F:27])([OH:23])[CH2:11][NH:12][C:13]2[C:22]3[C:17](=[CH:18][CH:19]=[CH:20][CH:21]=3)[CH:16]=[CH:15][N:14]=2)[CH:7]=1. The catalyst class is: 195. (5) Reactant: [Br:1][C:2]1[CH:3]=[CH:4][C:5]([O:8][C:9]2[CH:14]=[CH:13][CH:12]=[C:11]([CH:15]=[C:16]3[CH2:21][CH2:20][NH:19][CH2:18][CH:17]3[CH3:22])[CH:10]=2)=[N:6][CH:7]=1.C(N(C(C)C)CC)(C)C.[N:32]1[CH:37]=[CH:36][CH:35]=[C:34]([NH:38][C:39](=O)[O:40]C2C=CC=CC=2)[CH:33]=1. Product: [Br:1][C:2]1[CH:3]=[CH:4][C:5]([O:8][C:9]2[CH:10]=[C:11]([CH:12]=[CH:13][CH:14]=2)/[CH:15]=[C:16]2/[CH:17]([CH3:22])[CH2:18][N:19]([C:39]([NH:38][C:34]3[CH:33]=[N:32][CH:37]=[CH:36][CH:35]=3)=[O:40])[CH2:20][CH2:21]/2)=[N:6][CH:7]=1. The catalyst class is: 10. (6) Reactant: [C:1]([O:5][C:6]([NH:8][CH2:9][C:10]([OH:12])=O)=[O:7])([CH3:4])([CH3:3])[CH3:2].C(Cl)CCl.[F:17][C:18]1[CH:23]=[CH:22][C:21]([C:24]2[C:32]3[C:31]([N:33]4[CH2:38][CH2:37][N:36]([CH3:39])[CH2:35][CH2:34]4)=[N:30][CH:29]=[N:28][C:27]=3[O:26][C:25]=2[C:40]2[CH:46]=[CH:45][C:43]([NH2:44])=[CH:42][CH:41]=2)=[CH:20][CH:19]=1. Product: [C:1]([O:5][C:6]([NH:8][CH2:9][C:10]([NH:44][C:43]1[CH:45]=[CH:46][C:40]([C:25]2[O:26][C:27]3[N:28]=[CH:29][N:30]=[C:31]([N:33]4[CH2:34][CH2:35][N:36]([CH3:39])[CH2:37][CH2:38]4)[C:32]=3[C:24]=2[C:21]2[CH:22]=[CH:23][C:18]([F:17])=[CH:19][CH:20]=2)=[CH:41][CH:42]=1)=[O:12])=[O:7])([CH3:2])([CH3:3])[CH3:4]. The catalyst class is: 118. (7) Reactant: C1(P(C2C=CC=CC=2)C2C=CC=CC=2)C=CC=CC=1.[O:20]([CH2:27][C:28]([OH:30])=O)[C:21]1[CH:26]=[CH:25][CH:24]=[CH:23][CH:22]=1.ClC(Cl)(Cl)C#N.[NH2:37][C@@:38]([C:53]1[CH:58]=[CH:57][C:56]([O:59][CH2:60][CH2:61][CH2:62][C:63]([F:66])([F:65])[F:64])=[CH:55][CH:54]=1)([C:49]([F:52])([F:51])[F:50])[CH2:39][C:40]([C:42]1[CH:47]=[CH:46][C:45]([CH3:48])=[CH:44][CH:43]=1)=[O:41].N1C=CC=CC=1. Product: [O:20]([CH2:27][C:28]([NH:37][C@:38]([C:53]1[CH:58]=[CH:57][C:56]([O:59][CH2:60][CH2:61][CH2:62][C:63]([F:64])([F:65])[F:66])=[CH:55][CH:54]=1)([CH2:39][C:40](=[O:41])[C:42]1[CH:43]=[CH:44][C:45]([CH3:48])=[CH:46][CH:47]=1)[C:49]([F:52])([F:51])[F:50])=[O:30])[C:21]1[CH:22]=[CH:23][CH:24]=[CH:25][CH:26]=1. The catalyst class is: 2.